This data is from Peptide-MHC class I binding affinity with 185,985 pairs from IEDB/IMGT. The task is: Regression. Given a peptide amino acid sequence and an MHC pseudo amino acid sequence, predict their binding affinity value. This is MHC class I binding data. (1) The peptide sequence is YPGIKVRQL. The MHC is HLA-A29:02 with pseudo-sequence HLA-A29:02. The binding affinity (normalized) is 0. (2) The MHC is HLA-A02:04 with pseudo-sequence YFAMYGEKVAHTHVDTLYVMYHYYTWAVLAYTWY. The binding affinity (normalized) is 0. The peptide sequence is YLEPAIAKY. (3) The MHC is HLA-B57:01 with pseudo-sequence HLA-B57:01. The peptide sequence is AVSFRNLAY. The binding affinity (normalized) is 0.213.